From a dataset of Full USPTO retrosynthesis dataset with 1.9M reactions from patents (1976-2016). Predict the reactants needed to synthesize the given product. (1) Given the product [C:1]([NH:5][C:6]([C:8]1[C:16]2[C:11](=[N:12][CH:13]=[C:14]([N:17]3[C:25]4[C:20](=[CH:21][C:22]([F:27])=[C:23]([F:26])[CH:24]=4)[CH:19]=[N:18]3)[N:15]=2)[NH:10][CH:9]=1)=[O:7])([CH3:4])([CH3:2])[CH3:3], predict the reactants needed to synthesize it. The reactants are: [C:1]([NH:5][C:6]([C:8]1[C:16]2[C:11](=[N:12][CH:13]=[C:14]([N:17]3[C:25]4[C:20](=[CH:21][C:22]([F:27])=[C:23]([F:26])[CH:24]=4)[CH:19]=[N:18]3)[N:15]=2)[N:10](COCC[Si](C)(C)C)[CH:9]=1)=[O:7])([CH3:4])([CH3:3])[CH3:2].FC(F)(F)C(O)=O. (2) Given the product [CH3:29][O:28][C:26](=[O:27])[CH2:25][O:24][C:23]1[C:17]2[O:16][C:15]([NH:14][CH:11]3[CH2:12][CH2:13][NH:8][CH2:9][CH2:10]3)=[N:19][C:18]=2[CH:20]=[CH:21][CH:22]=1, predict the reactants needed to synthesize it. The reactants are: C(OC([N:8]1[CH2:13][CH2:12][CH:11]([NH:14][C:15]2[O:16][C:17]3[C:23]([O:24][CH2:25][C:26]([O:28][CH3:29])=[O:27])=[CH:22][CH:21]=[CH:20][C:18]=3[N:19]=2)[CH2:10][CH2:9]1)=O)(C)(C)C.FC(F)(F)C(O)=O. (3) Given the product [CH2:11]([O:13][C:14]1[C:15]([OH:22])=[C:16]([C:17]2[NH:1][N:2]=[C:3]([C:5]3[N:10]=[CH:9][CH:8]=[CH:7][N:6]=3)[N:4]=2)[CH:19]=[CH:20][CH:21]=1)[CH3:12], predict the reactants needed to synthesize it. The reactants are: [NH2:1][NH:2][C:3]([C:5]1[N:10]=[CH:9][CH:8]=[CH:7][N:6]=1)=[NH:4].[CH2:11]([O:13][C:14]1[C:15]([OH:22])=[C:16]([CH:19]=[CH:20][CH:21]=1)[CH:17]=O)[CH3:12]. (4) Given the product [CH3:12][O:13][C:14]1[CH:19]=[C:18]([C:2]2[C:10]3[C:5](=[N:6][CH:7]=[N:8][C:9]=3[NH2:11])[NH:4][N:3]=2)[CH:17]=[CH:16][CH:15]=1, predict the reactants needed to synthesize it. The reactants are: I[C:2]1[C:10]2[C:5](=[N:6][CH:7]=[N:8][C:9]=2[NH2:11])[NH:4][N:3]=1.[CH3:12][O:13][C:14]1[CH:15]=[C:16](B(O)O)[CH:17]=[CH:18][CH:19]=1.C(=O)([O-])[O-].[Na+].[Na+].Cl. (5) Given the product [CH2:23]([CH:21]([OH:22])[CH:19]([O:20][CH2:19][CH2:21][CH2:23][CH2:24][CH2:25][CH2:26][CH2:27][CH2:28][CH2:29][CH2:30][CH2:58][CH2:59][CH2:60][CH2:61][CH2:62][CH3:57])[CH2:39][Br:43])[CH2:24][CH2:25][CH2:26][CH2:27][CH2:28][CH2:29][CH2:30][CH2:31][CH2:32][CH2:33][CH2:34][CH2:35][CH2:36][CH2:37][CH3:38], predict the reactants needed to synthesize it. The reactants are: C(C([CH:19]([CH:21]([CH2:23][CH2:24][CH2:25][CH2:26][CH2:27][CH2:28][CH2:29][CH2:30][CH2:31][CH2:32][CH2:33][CH2:34][CH2:35][CH2:36][CH2:37][CH3:38])[OH:22])[OH:20])O)CCCCCCCCCCCCCCC.[C:39]([Br:43])(Br)(Br)Br.[C:57]1(P([C:57]2[CH:62]=[CH:61][CH:60]=[CH:59][CH:58]=2)[C:57]2[CH:62]=[CH:61][CH:60]=[CH:59][CH:58]=2)[CH:62]=[CH:61][CH:60]=[CH:59][CH:58]=1.